From a dataset of Full USPTO retrosynthesis dataset with 1.9M reactions from patents (1976-2016). Predict the reactants needed to synthesize the given product. (1) Given the product [C:1]([O:5][C@@H:6]([C:12]1[C:27]([CH3:28])=[CH:26][C:15]2[N:16]=[C:17]([C:19]3[CH:24]=[CH:23][N:22]=[C:21]([N:79]4[CH2:78][C:86]5[CH:85]=[CH:84][N:83]=[CH:82][C:81]=5[C:80]4=[O:87])[CH:20]=3)[S:18][C:14]=2[C:13]=1[C:29]1[CH:30]=[CH:31][C:32]([Cl:35])=[CH:33][CH:34]=1)[C:7]([O:9][CH2:10][CH3:11])=[O:8])([CH3:3])([CH3:4])[CH3:2], predict the reactants needed to synthesize it. The reactants are: [C:1]([O:5][C@@H:6]([C:12]1[C:27]([CH3:28])=[CH:26][C:15]2[N:16]=[C:17]([C:19]3[CH:24]=[CH:23][N:22]=[C:21](Cl)[CH:20]=3)[S:18][C:14]=2[C:13]=1[C:29]1[CH:34]=[CH:33][C:32]([Cl:35])=[CH:31][CH:30]=1)[C:7]([O:9][CH2:10][CH3:11])=[O:8])([CH3:4])([CH3:3])[CH3:2].CC1(C)C2C(=C(P(C3C=CC=CC=3)C3C=CC=CC=3)C=CC=2)OC2C(P(C3C=CC=CC=3)C3C=CC=CC=3)=CC=CC1=2.[CH2:78]1[C:86]2[CH:85]=[CH:84][N:83]=[CH:82][C:81]=2[C:80](=[O:87])[NH:79]1.C([O-])([O-])=O.[Cs+].[Cs+]. (2) Given the product [N+:1]([C:4]1[CH:12]=[CH:11][C:7]([C:8]([O:30][CH2:29][CH2:28][S:25]([CH2:24][CH2:23][CH2:22][O:21][CH2:20][CH2:19][C:13]2[CH:14]=[CH:15][CH:16]=[CH:17][CH:18]=2)(=[O:26])=[O:27])=[O:9])=[CH:6][CH:5]=1)([O-:3])=[O:2], predict the reactants needed to synthesize it. The reactants are: [N+:1]([C:4]1[CH:12]=[CH:11][C:7]([C:8](Cl)=[O:9])=[CH:6][CH:5]=1)([O-:3])=[O:2].[C:13]1([CH2:19][CH2:20][O:21][CH2:22][CH2:23][CH2:24][S:25]([CH2:28][CH2:29][OH:30])(=[O:27])=[O:26])[CH:18]=[CH:17][CH:16]=[CH:15][CH:14]=1.C(N(CC)CC)C.C(=O)([O-])O.[Na+].